From a dataset of Forward reaction prediction with 1.9M reactions from USPTO patents (1976-2016). Predict the product of the given reaction. Given the reactants BrC[CH2:3][CH2:4][CH2:5][O:6][C:7]1[CH:8]=[CH:9][C:10]2[S:14][CH:13]=[N:12][C:11]=2[CH:15]=1.[Na+].[I-].[Cl:18][C:19]1[C:24]([Cl:25])=[CH:23][CH:22]=[CH:21][C:20]=1[CH:26]1[CH2:31][CH2:30][NH:29][CH2:28][CH2:27]1.C([O-])([O-])=O.[K+].[K+], predict the reaction product. The product is: [Cl:18][C:19]1[C:24]([Cl:25])=[CH:23][CH:22]=[CH:21][C:20]=1[CH:26]1[CH2:31][CH2:30][N:29]([CH2:3][CH2:4][CH2:5][O:6][C:7]2[CH:8]=[CH:9][C:10]3[S:14][CH:13]=[N:12][C:11]=3[CH:15]=2)[CH2:28][CH2:27]1.